From a dataset of Full USPTO retrosynthesis dataset with 1.9M reactions from patents (1976-2016). Predict the reactants needed to synthesize the given product. (1) Given the product [Cl:1][CH:2]([CH2:10][CH2:11][Cl:12])[CH2:3][CH2:4][CH2:5][CH2:6][C:7]([O:9][CH3:13])=[O:8], predict the reactants needed to synthesize it. The reactants are: [Cl:1][CH:2]([CH2:10][CH2:11][Cl:12])[CH2:3][CH2:4][CH2:5][CH2:6][C:7]([OH:9])=[O:8].[CH3:13]O. (2) Given the product [CH2:10]([Mg:13][Cl:14])[CH:11]=[CH2:12].[Br:1][C:2]1[CH:9]=[CH:8][C:5]([CH2:6][Br:7])=[CH:4][CH:3]=1.[Br:1][C:2]1[CH:9]=[CH:8][C:5]([CH2:6][CH2:12][CH:11]=[CH2:10])=[CH:4][CH:3]=1, predict the reactants needed to synthesize it. The reactants are: [Br:1][C:2]1[CH:9]=[CH:8][C:5]([CH2:6][Br:7])=[CH:4][CH:3]=1.[CH2:10]([Mg:13][Cl:14])[CH:11]=[CH2:12]. (3) Given the product [Cl:32][C:27]1[CH:26]=[C:25]([CH:30]=[CH:29][C:28]=1[Cl:31])[CH2:24][N:22]1[C:23]2[C:19](=[CH:18][CH:17]=[CH:16][C:15]=2[C:13]([NH:12][C:9]2([C:6]3[CH:7]=[CH:8][C:3]([C:1]4[NH:35][N:34]=[N:33][N:2]=4)=[CH:4][CH:5]=3)[CH2:11][CH2:10]2)=[O:14])[CH2:20][CH2:21]1, predict the reactants needed to synthesize it. The reactants are: [C:1]([C:3]1[CH:8]=[CH:7][C:6]([C:9]2([NH:12][C:13]([C:15]3[CH:16]=[CH:17][CH:18]=[C:19]4[C:23]=3[N:22]([CH2:24][C:25]3[CH:30]=[CH:29][C:28]([Cl:31])=[C:27]([Cl:32])[CH:26]=3)[CH2:21][CH2:20]4)=[O:14])[CH2:11][CH2:10]2)=[CH:5][CH:4]=1)#[N:2].[N:33]([Sn](CCCC)(CCCC)CCCC)=[N+:34]=[N-:35].CC(O)=O. (4) Given the product [CH2:1]([C:3]1[C:8]([O:9][C:10]2[C:11]([C:23]([NH2:24])=[O:25])=[N:12][CH:13]=[C:14]([S:16][C:17]3[CH:22]=[CH:21][CH:20]=[CH:19][N:18]=3)[CH:15]=2)=[CH:7][CH:6]=[CH:5][N:4]=1)[CH3:2], predict the reactants needed to synthesize it. The reactants are: [CH2:1]([C:3]1[C:8]([O:9][C:10]2[C:11]([C:23]#[N:24])=[N:12][CH:13]=[C:14]([S:16][C:17]3[CH:22]=[CH:21][CH:20]=[CH:19][N:18]=3)[CH:15]=2)=[CH:7][CH:6]=[CH:5][N:4]=1)[CH3:2].[OH-:25].[Na+]. (5) Given the product [CH3:1][C:2]([OH:18])([CH2:7][CH2:8][CH2:9][CH:10]([CH3:17])[CH2:11][CH2:12][CH2:13][CH:14]([CH3:15])[CH3:16])[CH:3]([OH:6])[CH2:4][OH:5].[OH2:5], predict the reactants needed to synthesize it. The reactants are: [CH3:1][C:2]([OH:18])([CH2:7][CH2:8][CH2:9][CH:10]([CH3:17])[CH2:11][CH2:12][CH2:13][CH:14]([CH3:16])[CH3:15])[CH:3]([OH:6])[CH2:4][OH:5]. (6) Given the product [C:1]([O:5][C:6]([N:8]1[CH2:13][CH2:12][N:11]([C:14]2[C:19]([C:21]3[CH:26]=[CH:25][CH:24]=[CH:23][CH:22]=3)=[N:18][CH:17]=[CH:16][N:15]=2)[CH2:10][CH2:9]1)=[O:7])([CH3:4])([CH3:3])[CH3:2], predict the reactants needed to synthesize it. The reactants are: [C:1]([O:5][C:6]([N:8]1[CH2:13][CH2:12][N:11]([C:14]2[C:19](Cl)=[N:18][CH:17]=[CH:16][N:15]=2)[CH2:10][CH2:9]1)=[O:7])([CH3:4])([CH3:3])[CH3:2].[C:21]1(B(O)O)[CH:26]=[CH:25][CH:24]=[CH:23][CH:22]=1.C(=O)([O-])[O-].[K+].[K+].